Dataset: Forward reaction prediction with 1.9M reactions from USPTO patents (1976-2016). Task: Predict the product of the given reaction. (1) The product is: [CH3:35][C:33]1[NH:32][N:31]=[C:30]([NH:29][C:3]2[CH:2]=[CH:7][N:6]=[C:5]([NH2:8])[N:4]=2)[CH:34]=1. Given the reactants Cl[C:2]1[C:3]([NH:29][C:30]2[CH:34]=[C:33]([CH3:35])[NH:32][N:31]=2)=[N:4][C:5]([NH:8]C2C=C(C)C(C3CCN(C4CCSCC4)CC3)=CC=2C)=[N:6][CH:7]=1.C1C=C(Cl)C=C(C(OO)=O)C=1.C([O-])(O)=O.[Na+], predict the reaction product. (2) Given the reactants [F:1][C:2]([F:17])([F:16])[C:3]1[CH:8]=[CH:7][C:6]([C:9]2[C:10](=O)[O:11][C:12](=[O:14])[CH:13]=2)=[CH:5][CH:4]=1.FC(F)(F)C1C=CC(CC#[N:28])=CC=1.O.C(O)(=O)C=O.C(=O)([O-])[O-].[K+:41].[K+], predict the reaction product. The product is: [K+:41].[C:10]([C:9]([C:6]1[CH:7]=[CH:8][C:3]([C:2]([F:17])([F:16])[F:1])=[CH:4][CH:5]=1)=[CH:13][C:12]([O-:11])=[O:14])#[N:28]. (3) The product is: [CH3:39][N:40]([CH:41]1[CH2:46][CH2:45][O:44][CH2:43][CH2:42]1)[C:26]([O:1][CH2:2][CH:3]1[CH2:8][CH2:7][N:6]([C:9]([O:11][CH2:12][C:13]2[CH:14]=[CH:15][CH:16]=[CH:17][CH:18]=2)=[O:10])[CH2:5][CH2:4]1)=[O:27]. Given the reactants [OH:1][CH2:2][CH:3]1[CH2:8][CH2:7][N:6]([C:9]([O:11][CH2:12][C:13]2[CH:18]=[CH:17][CH:16]=[CH:15][CH:14]=2)=[O:10])[CH2:5][CH2:4]1.N1C=CC=CC=1.Cl[C:26](OC1C=CC([N+]([O-])=O)=CC=1)=[O:27].Cl.[CH3:39][NH:40][CH:41]1[CH2:46][CH2:45][O:44][CH2:43][CH2:42]1.C(N(CC)CC)C, predict the reaction product. (4) Given the reactants CO[C:3]([C:5]1[N:6]=[C:7]([C:23]#[N:24])[C:8]2[C:13]([C:14]=1[OH:15])=[CH:12][CH:11]=[C:10]([O:16][C:17]1[CH:22]=[CH:21][CH:20]=[CH:19][CH:18]=1)[CH:9]=2)=[O:4].Cl.[NH2:26][CH2:27][C:28]([F:33])([F:32])[C:29]([OH:31])=[O:30].C[O-].[Na+].CO.Cl, predict the reaction product. The product is: [C:23]([C:7]1[C:8]2[C:13](=[CH:12][CH:11]=[C:10]([O:16][C:17]3[CH:22]=[CH:21][CH:20]=[CH:19][CH:18]=3)[CH:9]=2)[C:14]([OH:15])=[C:5]([C:3]([NH:26][CH2:27][C:28]([F:33])([F:32])[C:29]([OH:31])=[O:30])=[O:4])[N:6]=1)#[N:24].